Dataset: Volume of distribution at steady state (VDss) regression data from Lombardo et al.. Task: Regression/Classification. Given a drug SMILES string, predict its absorption, distribution, metabolism, or excretion properties. Task type varies by dataset: regression for continuous measurements (e.g., permeability, clearance, half-life) or binary classification for categorical outcomes (e.g., BBB penetration, CYP inhibition). For this dataset (vdss_lombardo), we predict log10(VDss) (log10 of volume of distribution in L/kg). (1) The drug is O=C([O-])CCNC(=O)c1ccccc1. The log10(VDss) is -0.550. (2) The compound is COC(=O)CCc1ccc(OCC(O)C[NH2+]C(C)C)cc1. The log10(VDss) is 0.0800. (3) The drug is N#Cc1ccc(Cn2cncc2CN2CCN(c3cccc(Cl)c3)C(=O)C2)cc1. The log10(VDss) is -0.100. (4) The log10(VDss) is -1.15. The molecule is CC(=O)OCC1=C(C(=O)[O-])N2C(=O)C(NC(=O)Cc3cccs3)C2SC1. (5) The molecule is COc1cccc2c1c([N-]S(=O)(=O)c1ccc(Cl)s1)nn2Cc1cccc(CNC(=O)C(C)(C)O)c1. The log10(VDss) is 0.220. (6) The molecule is CCn1cc(C(=O)[O-])c(=O)c2cc(F)c(N3CC[NH+](C)CC3)cc21. The log10(VDss) is 0.180. (7) The compound is CCn1cc(C(=O)[O-])c(=O)c2cc(F)c(N3CC[NH2+]C(C)C3)c(F)c21. The log10(VDss) is 0.310. (8) The drug is Cc1ccc(S(=O)(=O)[N-]C(=O)NN2CC3CCCC3C2)cc1. The log10(VDss) is -0.370.